From a dataset of Peptide-MHC class I binding affinity with 185,985 pairs from IEDB/IMGT. Regression. Given a peptide amino acid sequence and an MHC pseudo amino acid sequence, predict their binding affinity value. This is MHC class I binding data. (1) The peptide sequence is FPFKYAAIF. The MHC is Mamu-A2201 with pseudo-sequence Mamu-A2201. The binding affinity (normalized) is 0.952. (2) The peptide sequence is TGIAIIAYI. The MHC is BoLA-AW10 with pseudo-sequence BoLA-AW10. The binding affinity (normalized) is 0.0641. (3) The peptide sequence is KLLNTRRRQ. The MHC is H-2-Db with pseudo-sequence H-2-Db. The binding affinity (normalized) is 0. (4) The peptide sequence is SFSFGGFTFK. The MHC is HLA-A33:01 with pseudo-sequence HLA-A33:01. The binding affinity (normalized) is 0.526. (5) The peptide sequence is VQTIVFIWFI. The MHC is HLA-A24:02 with pseudo-sequence HLA-A24:02. The binding affinity (normalized) is 0. (6) The binding affinity (normalized) is 0.115. The MHC is HLA-B58:01 with pseudo-sequence HLA-B58:01. The peptide sequence is PIQKETWDTW.